This data is from Forward reaction prediction with 1.9M reactions from USPTO patents (1976-2016). The task is: Predict the product of the given reaction. (1) The product is: [NH2:11][C:8]1[CH:9]=[C:10]2[C:5](=[CH:6][CH:7]=1)[N:4]([CH3:14])[C:3](=[O:15])[C:2]2([OH:1])[C:16]([F:19])([F:17])[F:18]. Given the reactants [OH:1][C:2]1([C:16]([F:19])([F:18])[F:17])[C:10]2[C:5](=[CH:6][CH:7]=[C:8]([N+:11]([O-])=O)[CH:9]=2)[N:4]([CH3:14])[C:3]1=[O:15].[H][H], predict the reaction product. (2) Given the reactants [CH3:1][CH2:2][CH2:3][CH2:4][CH2:5][CH2:6]CN1C(C)=CS/C/1=C/C1SC=C(C)[N+]=1[CH2:1][CH2:2][CH2:3][CH2:4][CH2:5][CH2:6]C.[I-].[OH-].[Na+].C(ON(O[C:48](=[O:50])[CH3:49])CCN(OC(=O)C)OC(=O)C)(=O)C.[Na].[Na].[Na].[Na].C=CC1C=CC=CC=1.C(O)(=[O:66])C=C.CC(C(C(C(S)(C)C)(C)C)(C)C)C.C=CC=C.S(OOS([O-])(=O)=O)([O-])(=O)=O.[NH4+].[NH4+].[NH4+].[OH-], predict the reaction product. The product is: [CH3:1]/[CH:2]=[CH:3]/[CH:4]1[CH2:49][C@H:48]([OH:50])[C@H:6]([OH:66])[CH2:5]1. (3) Given the reactants [OH:1][CH:2]([CH2:14][CH3:15])[CH2:3][CH2:4][N:5]([CH3:13])[C:6](=[O:12])[O:7][C:8]([CH3:11])([CH3:10])[CH3:9].[Cl:16][C:17]1[CH:22]=[CH:21][C:20]([C:23]([F:26])([F:25])[F:24])=[CH:19][C:18]=1O, predict the reaction product. The product is: [Cl:16][C:17]1[CH:18]=[CH:19][C:20]([C:23]([F:24])([F:25])[F:26])=[CH:21][C:22]=1[O:1][CH:2]([CH2:14][CH3:15])[CH2:3][CH2:4][N:5]([CH3:13])[C:6](=[O:12])[O:7][C:8]([CH3:10])([CH3:11])[CH3:9]. (4) Given the reactants [Cl:1][C:2]1[CH:7]=[CH:6][C:5]([C:8]([CH3:12])([CH3:11])[CH2:9][OH:10])=[CH:4][CH:3]=1.[Cl:13][C:14]1[C:19]([C:20]([F:23])([F:22])[F:21])=[C:18](Cl)[CH:17]=[CH:16][N:15]=1, predict the reaction product. The product is: [Cl:13][C:14]1[C:19]([C:20]([F:21])([F:22])[F:23])=[C:18]([O:10][CH2:9][C:8]([C:5]2[CH:4]=[CH:3][C:2]([Cl:1])=[CH:7][CH:6]=2)([CH3:12])[CH3:11])[CH:17]=[CH:16][N:15]=1. (5) Given the reactants C(OC([NH:8][CH2:9][C:10]1[N:11]([CH2:33][CH:34]([CH3:36])[CH3:35])[C:12](=[O:32])[C:13]2[C:18]([C:19]=1[C:20]1[CH:25]=[CH:24][C:23]([Cl:26])=[CH:22][CH:21]=1)=[CH:17][C:16](/[CH:27]=[CH:28]/[C:29]([NH2:31])=[O:30])=[CH:15][CH:14]=2)=O)(C)(C)C, predict the reaction product. The product is: [ClH:26].[NH2:8][CH2:9][C:10]1[N:11]([CH2:33][CH:34]([CH3:36])[CH3:35])[C:12](=[O:32])[C:13]2[C:18]([C:19]=1[C:20]1[CH:21]=[CH:22][C:23]([Cl:26])=[CH:24][CH:25]=1)=[CH:17][C:16](/[CH:27]=[CH:28]/[C:29]([NH2:31])=[O:30])=[CH:15][CH:14]=2. (6) Given the reactants [CH3:1][C:2]1[N:3]2[CH2:9][CH2:8][CH:7]([C:10]([O:12]CC)=[O:11])[C:4]2=[N:5][N:6]=1.[Li+].[OH-], predict the reaction product. The product is: [CH3:1][C:2]1[N:3]2[CH2:9][CH2:8][CH:7]([C:10]([OH:12])=[O:11])[C:4]2=[N:5][N:6]=1. (7) Given the reactants CC(C)([O-])C.[K+].[CH3:7][C:8]1[CH:9]=[CH:10][CH:11]=[C:12]2[C:16]=1[NH:15][CH:14]=[CH:13]2.[F:17][C:18]1[CH:23]=[C:22](F)[CH:21]=[C:20]([F:25])[N:19]=1, predict the reaction product. The product is: [F:17][C:18]1[CH:23]=[C:22]([N:15]2[C:16]3[C:12](=[CH:11][CH:10]=[CH:9][C:8]=3[CH3:7])[CH:13]=[CH:14]2)[CH:21]=[C:20]([F:25])[N:19]=1.